Dataset: Reaction yield outcomes from USPTO patents with 853,638 reactions. Task: Predict the reaction yield, written as a fraction of the theoretical maximum amount of product (1.0 means a 100% yield; for example, 0.34 means a 34% yield). (1) The reactants are [C:1]([O:5][C:6](=[O:21])[N:7]([CH2:11][C:12]1[CH:17]=[CH:16][C:15]([Cl:18])=[C:14]([CH2:19][OH:20])[CH:13]=1)[CH2:8][CH2:9][F:10])([CH3:4])([CH3:3])[CH3:2]. The catalyst is CC#N.O=[Mn]=O. The product is [C:1]([O:5][C:6](=[O:21])[N:7]([CH2:11][C:12]1[CH:17]=[CH:16][C:15]([Cl:18])=[C:14]([CH:19]=[O:20])[CH:13]=1)[CH2:8][CH2:9][F:10])([CH3:4])([CH3:2])[CH3:3]. The yield is 1.00. (2) The reactants are Cl[C:2]1[CH:7]=[CH:6][C:5]([OH:8])=[CH:4][C:3]=1[N+:9]([O-:11])=[O:10].C([O-])([O-])=O.[K+].[K+].Cl[CH2:19][O:20][CH3:21].[NH:22]1[CH2:27][CH2:26][CH2:25][CH2:24][CH2:23]1. The catalyst is CN(C)C=O. The product is [CH3:19][O:20][CH2:21][O:8][C:5]1[CH:6]=[CH:7][C:2]([N:22]2[CH2:27][CH2:26][CH2:25][CH2:24][CH2:23]2)=[C:3]([N+:9]([O-:11])=[O:10])[CH:4]=1. The yield is 0.640. (3) The reactants are C[O:2][C:3](=[O:19])[CH:4]([C:11]1[CH:16]=[CH:15][CH:14]=[C:13]([O:17][CH3:18])[CH:12]=1)[CH2:5][CH:6]1[CH2:10][CH2:9][CH2:8][CH2:7]1.[OH-].[Na+].O. The catalyst is O1CCCC1.O.CO. The product is [CH:6]1([CH2:5][CH:4]([C:11]2[CH:16]=[CH:15][CH:14]=[C:13]([O:17][CH3:18])[CH:12]=2)[C:3]([OH:19])=[O:2])[CH2:10][CH2:9][CH2:8][CH2:7]1. The yield is 0.798. (4) The reactants are [CH:1]([C:4]1[CH:9]=[C:8]([CH:10]([CH3:12])[CH3:11])[C:7]([S:13]([C:16]2[CH:21]=[CH:20][CH:19]=[CH:18][CH:17]=2)(=[O:15])=[O:14])=[CH:6][C:5]=1[S:22](Cl)(=[O:24])=[O:23])([CH3:3])[CH3:2].[CH:26]1([NH2:31])[CH2:30][CH2:29][CH2:28][CH2:27]1. No catalyst specified. The product is [CH:26]1([NH:31][S:22]([C:5]2[CH:6]=[C:7]([S:13]([C:16]3[CH:21]=[CH:20][CH:19]=[CH:18][CH:17]=3)(=[O:15])=[O:14])[C:8]([CH:10]([CH3:12])[CH3:11])=[CH:9][C:4]=2[CH:1]([CH3:3])[CH3:2])(=[O:24])=[O:23])[CH2:30][CH2:29][CH2:28][CH2:27]1. The yield is 0.760. (5) The reactants are [P:1]([O-:8])([O:5][CH2:6][CH3:7])[O:2][CH2:3][CH3:4].[CH:9]([Si:11]([O:18][CH2:19][CH3:20])([O:15][CH2:16][CH3:17])[O:12][CH2:13][CH3:14])=[CH2:10]. No catalyst specified. The product is [Si:11]([CH2:9][CH2:10][P:1]([O:5][CH2:6][CH3:7])([O:2][CH2:3][CH3:4])=[O:8])([O:18][CH2:19][CH3:20])([O:15][CH2:16][CH3:17])[O:12][CH2:13][CH3:14]. The yield is 0.330. (6) The reactants are [O:1]1[CH2:6][CH2:5][CH:4]([CH2:7][CH2:8][OH:9])[CH2:3][CH2:2]1.[Cr](Cl)([O-])(=O)=O.[NH+]1C=CC=CC=1. The catalyst is ClCCl. The product is [O:1]1[CH2:6][CH2:5][CH:4]([CH2:7][CH:8]=[O:9])[CH2:3][CH2:2]1. The yield is 0.500. (7) The reactants are [F:1][C:2]1[CH:7]=[CH:6][CH:5]=[C:4]([F:8])[C:3]=1[N:9]1[C:14]2[N:15]=[C:16](S(C)=O)[N:17]=[C:18]([C:19]3[CH:20]=[C:21]([CH:28]=[CH:29][C:30]=3[CH3:31])[C:22]([NH:24][CH2:25][CH2:26][CH3:27])=[O:23])[C:13]=2[CH2:12][NH:11][C:10]1=[O:35].[N:36]1([CH:41]2[CH2:46][CH2:45][NH:44][CH2:43][CH2:42]2)[CH2:40][CH2:39][CH2:38][CH2:37]1. The catalyst is C(Cl)Cl. The product is [F:1][C:2]1[CH:7]=[CH:6][CH:5]=[C:4]([F:8])[C:3]=1[N:9]1[C:14]2[N:15]=[C:16]([N:44]3[CH2:45][CH2:46][CH:41]([N:36]4[CH2:40][CH2:39][CH2:38][CH2:37]4)[CH2:42][CH2:43]3)[N:17]=[C:18]([C:19]3[CH:20]=[C:21]([CH:28]=[CH:29][C:30]=3[CH3:31])[C:22]([NH:24][CH2:25][CH2:26][CH3:27])=[O:23])[C:13]=2[CH2:12][NH:11][C:10]1=[O:35]. The yield is 0.550. (8) The reactants are [O:1]=[C:2]1[C:10]2(C3C(=CC4OCCOC=4C=3)[O:12][CH2:11]2)[C:9]2[C:4](=[CH:5][CH:6]=[CH:7][CH:8]=2)[N:3]1[CH2:23][C:24]1[C:29](C(O)=O)=[CH:28][CH:27]=[CH:26][N:25]=1.P(N=[N+]=[N-])(=O)([O:41][C:42]1[CH:47]=[CH:46][CH:45]=[CH:44][CH:43]=1)[O:41][C:42]1[CH:47]=[CH:46][CH:45]=[CH:44][CH:43]=1.C([N:54](CC)CC)C.[C:59]([OH:63])(C)(C)[CH3:60].[BrH:64].C(O)(=O)C. The catalyst is C(OCC)(=O)C.C1(C)C=CC=CC=1. The product is [BrH:64].[NH2:54][C:29]1[C:24]([CH2:23][N:3]2[C:4]3[C:9](=[CH:8][CH:7]=[CH:6][CH:5]=3)[C:10]3([C:45]4[C:46](=[CH:47][C:42]5[O:41][CH2:60][CH2:59][O:63][C:43]=5[CH:44]=4)[O:12][CH2:11]3)[C:2]2=[O:1])=[N:25][CH:26]=[CH:27][CH:28]=1. The yield is 0.320. (9) The reactants are [F-].C([N+](CCCC)(CCCC)CCCC)CCC.[N:19]1[CH:24]=[CH:23][C:22]([C:25]2[CH:32]=[CH:31][CH:30]=[CH:29][C:26]=2[CH:27]=[O:28])=[CH:21][CH:20]=1.[F:33][C:34]([Si](C)(C)C)([F:36])[F:35].Cl. The catalyst is C1COCC1. The product is [F:33][C:34]([F:36])([F:35])[CH:27]([C:26]1[CH:29]=[CH:30][CH:31]=[CH:32][C:25]=1[C:22]1[CH:23]=[CH:24][N:19]=[CH:20][CH:21]=1)[OH:28]. The yield is 0.430.